From a dataset of Catalyst prediction with 721,799 reactions and 888 catalyst types from USPTO. Predict which catalyst facilitates the given reaction. (1) Reactant: CC1(C)S[C@@H:5]2[C@H:7]([NH:10][C:11]([CH2:13][C:14]3[CH:15]=CC=C[CH:19]=3)=O)[C:8](=[O:9])N2[C@H]1C([O-])=O.[K+].C[C@@H]1[O:30][C@@H:29]([O:31][C@H]2[C@H](O)[C@@H](O)[C@H](NC(N)=N)[C@@H](O)[C@@H]2NC(N)=N)[C@H:28](O[C@@H]2O[C@@H](CO)[C@H](O)[C@@H](O)[C@@H]2NC)[C@@]1(O)C=O.N[C@H](C(O)=O)CCC(=[O:71])N.C(=O)=O. Product: [CH3:15][C:14]([C@@H:13]1[C@H:5]([CH2:28][C:29]([OH:31])=[O:30])[C@@H:7]([C:8]([OH:9])=[O:71])[NH:10][CH2:11]1)=[CH2:19]. The catalyst class is: 16. (2) Product: [OH:19][C:20]1[C:21](=[O:22])[C:13]2[CH:8]3[C:7]([CH3:31])([CH:11]([OH:12])[CH2:10][CH2:9]3)[CH2:6][CH:5]([O:4][C:2](=[O:3])[CH3:1])[C:14]=2[C:15]2([CH3:30])[C:16]=1[C:17](=[CH:18][N:33]([CH3:32])[CH2:34][CH2:35][CH2:36][N:37]1[CH2:38][CH2:39][N:40]([CH3:43])[CH2:41][CH2:42]1)[C:23](=[O:24])[O:25][CH:26]2[CH2:27][O:28][CH3:29]. Reactant: [CH3:1][C:2]([O:4][C@H:5]1[C:14]2[C@@:15]3([CH3:30])[C@@H:26]([CH2:27][O:28][CH3:29])[O:25][C:23](=[O:24])[C:17]4=[CH:18][O:19][C:20]([C:21](=[O:22])[C:13]=2[C@@H:8]2[CH2:9][CH2:10][C@H:11]([OH:12])[C@@:7]2([CH3:31])[CH2:6]1)=[C:16]34)=[O:3].[CH3:32][NH:33][CH2:34][CH2:35][CH2:36][N:37]1[CH2:42][CH2:41][N:40]([CH3:43])[CH2:39][CH2:38]1. The catalyst class is: 2.